From a dataset of Full USPTO retrosynthesis dataset with 1.9M reactions from patents (1976-2016). Predict the reactants needed to synthesize the given product. (1) Given the product [F:1][C:2]1[C:3]([NH:29][C@H:30]2[CH2:35][CH2:34][CH2:33][C@@H:32]([NH:36][C:37]([N:39]3[CH2:43][CH2:42][CH2:41][CH2:40]3)=[O:38])[CH2:31]2)=[N:4][C:5]([C:9]2[C:17]3[C:12](=[N:13][CH:14]=[C:15]([F:18])[CH:16]=3)[NH:11][CH:10]=2)=[C:6]([F:8])[CH:7]=1, predict the reactants needed to synthesize it. The reactants are: [F:1][C:2]1[C:3]([NH:29][C@H:30]2[CH2:35][CH2:34][CH2:33][C@@H:32]([NH:36][C:37]([N:39]3[CH2:43][CH2:42][CH2:41][CH2:40]3)=[O:38])[CH2:31]2)=[N:4][C:5]([C:9]2[C:17]3[C:12](=[N:13][CH:14]=[C:15]([F:18])[CH:16]=3)[N:11](S(C3C=CC(C)=CC=3)(=O)=O)[CH:10]=2)=[C:6]([F:8])[CH:7]=1.[Li+].[OH-]. (2) Given the product [Br:19][C:7]1[C:8]([OH:10])=[CH:9][C:2]([F:1])=[C:3]([CH:6]=1)[C:4]#[N:5], predict the reactants needed to synthesize it. The reactants are: [F:1][C:2]1[CH:9]=[C:8]([OH:10])[CH:7]=[CH:6][C:3]=1[C:4]#[N:5].FC(F)(F)S(O)(=O)=O.[Br:19]N1C(=O)CCC1=O. (3) Given the product [CH3:1][O:2][C:3]1[C:4]([CH3:12])=[CH:5][C:6]([CH:7]=[O:8])=[CH:9][C:10]=1[CH3:11], predict the reactants needed to synthesize it. The reactants are: [CH3:1][O:2][C:3]1[C:10]([CH3:11])=[CH:9][C:6]([CH2:7][OH:8])=[CH:5][C:4]=1[CH3:12].C(Cl)(=O)C(Cl)=O.CS(C)=O.C(N(CC)CC)C. (4) Given the product [ClH:10].[CH:21]([C:16]1[CH:17]=[C:18]2[C:13](=[CH:14][CH:15]=1)[N:12]=[C:11]([N:7]1[CH2:8][CH2:9][N:4]([CH:1]([CH3:3])[CH3:2])[CH2:5][CH2:6]1)[CH:20]=[CH:19]2)([CH3:23])[CH3:22], predict the reactants needed to synthesize it. The reactants are: [CH:1]([N:4]1[CH2:9][CH2:8][NH:7][CH2:6][CH2:5]1)([CH3:3])[CH3:2].[Cl:10][C:11]1[CH:20]=[CH:19][C:18]2[C:13](=[CH:14][CH:15]=[C:16]([CH:21]([CH3:23])[CH3:22])[CH:17]=2)[N:12]=1. (5) Given the product [Br:1][C:2]1[CH:3]=[CH:4][C:5]([Cl:11])=[C:6]([C:7]([C:19]2[CH:18]=[CH:17][C:16]([O:15][CH2:14][CH:13]([F:12])[F:22])=[CH:21][CH:20]=2)=[O:8])[CH:10]=1, predict the reactants needed to synthesize it. The reactants are: [Br:1][C:2]1[CH:3]=[CH:4][C:5]([Cl:11])=[C:6]([CH:10]=1)[C:7](Cl)=[O:8].[F:12][CH:13]([F:22])[CH2:14][O:15][C:16]1[CH:21]=[CH:20][CH:19]=[CH:18][CH:17]=1.[Al+3].[Cl-].[Cl-].[Cl-]. (6) Given the product [C:5]1([O:4][C:2](=[O:3])[NH:33][CH:30]2[CH2:31][CH2:32][CH:27]([NH:26][C:25]([O:24][C:20]([CH3:23])([CH3:22])[CH3:21])=[O:34])[CH2:28][CH2:29]2)[CH:10]=[CH:9][CH:8]=[CH:7][CH:6]=1, predict the reactants needed to synthesize it. The reactants are: Cl[C:2]([O:4][C:5]1[CH:10]=[CH:9][CH:8]=[CH:7][CH:6]=1)=[O:3].N1C=CC=CC=1.C(Cl)Cl.[C:20]([O:24][C:25](=[O:34])[NH:26][CH:27]1[CH2:32][CH2:31][CH:30]([NH2:33])[CH2:29][CH2:28]1)([CH3:23])([CH3:22])[CH3:21]. (7) Given the product [CH3:1][O:2][CH2:3][C:4]1[CH:9]=[C:8]([C:10]2[O:12][N:23]=[C:22]([C:24]3[CH:29]=[CH:28][CH:27]=[C:26]([S:30]([CH3:33])(=[O:32])=[O:31])[CH:25]=3)[N:21]=2)[CH:7]=[CH:6][C:5]=1[C:13]1[CH:18]=[CH:17][CH:16]=[CH:15][C:14]=1[CH3:19], predict the reactants needed to synthesize it. The reactants are: [CH3:1][O:2][CH2:3][C:4]1[CH:9]=[C:8]([C:10]([OH:12])=O)[CH:7]=[CH:6][C:5]=1[C:13]1[CH:18]=[CH:17][CH:16]=[CH:15][C:14]=1[CH3:19].O[N:21]=[C:22]([C:24]1[CH:29]=[CH:28][CH:27]=[C:26]([S:30]([CH3:33])(=[O:32])=[O:31])[CH:25]=1)[NH2:23]. (8) Given the product [OH:1][C:2]([CH3:19])([CH3:18])[CH2:3][NH:4][C:5]1[C:14]2[C:9](=[CH:10][CH:11]=[CH:12][N:13]=2)[N:8]=[CH:7][C:6]=1[NH2:15], predict the reactants needed to synthesize it. The reactants are: [OH:1][C:2]([CH3:19])([CH3:18])[CH2:3][NH:4][C:5]1[C:14]2[C:9](=[CH:10][CH:11]=[CH:12][N:13]=2)[N:8]=[CH:7][C:6]=1[N+:15]([O-])=O. (9) The reactants are: [CH2:1]([NH2:5])[CH:2]([CH3:4])[CH3:3].N1C=CC=CC=1.[F:12][C:13]1[CH:18]=[CH:17][C:16]([S:19](Cl)(=[O:21])=[O:20])=[CH:15][CH:14]=1. Given the product [F:12][C:13]1[CH:18]=[CH:17][C:16]([S:19]([NH:5][CH2:1][CH:2]([CH3:4])[CH3:3])(=[O:21])=[O:20])=[CH:15][CH:14]=1, predict the reactants needed to synthesize it. (10) Given the product [O:1]1[CH2:5][CH2:4][O:3][CH:2]1[C:6]1[CH:13]=[CH:12][C:9](/[C:10](=[N:15]/[OH:16])/[NH2:11])=[CH:8][CH:7]=1, predict the reactants needed to synthesize it. The reactants are: [O:1]1[CH2:5][CH2:4][O:3][CH:2]1[C:6]1[CH:13]=[CH:12][C:9]([C:10]#[N:11])=[CH:8][CH:7]=1.Cl.[NH2:15][OH:16].C(=O)(O)[O-].[Na+].